From a dataset of Full USPTO retrosynthesis dataset with 1.9M reactions from patents (1976-2016). Predict the reactants needed to synthesize the given product. (1) Given the product [CH3:25][O:24][C:19]1[CH:18]=[C:17]([O:26][CH3:27])[CH:16]=[C:15]2[C:20]=1[C:21](=[O:23])[NH:22][C:13]([C:9]1[CH:10]=[C:11]3[C:6](=[CH:7][CH:8]=1)[NH:5][C:4]([CH2:3][CH2:2][N:28]1[CH2:32][CH2:31][CH2:30][CH2:29]1)=[CH:12]3)=[N:14]2, predict the reactants needed to synthesize it. The reactants are: Br[CH2:2][CH2:3][C:4]1[NH:5][C:6]2[C:11]([CH:12]=1)=[CH:10][C:9]([C:13]1[NH:22][C:21](=[O:23])[C:20]3[C:15](=[CH:16][C:17]([O:26][CH3:27])=[CH:18][C:19]=3[O:24][CH3:25])[N:14]=1)=[CH:8][CH:7]=2.[NH:28]1[CH2:32][CH2:31][CH2:30][CH2:29]1. (2) Given the product [OH:27][C@H:26]([C:17]1[CH:18]=[CH:19][C:20]2[C:21](=[O:25])[O:22][CH2:23][C:24]=2[C:16]=1[CH3:15])[CH2:28][N:5]1[CH:6]2[CH:1]([CH2:7]2)[N:2]([C:8]([O:10][C:11]([CH3:14])([CH3:13])[CH3:12])=[O:9])[CH2:3][CH2:4]1, predict the reactants needed to synthesize it. The reactants are: [CH:1]12[CH2:7][CH:6]1[NH:5][CH2:4][CH2:3][N:2]2[C:8]([O:10][C:11]([CH3:14])([CH3:13])[CH3:12])=[O:9].[CH3:15][C:16]1[C:24]2[CH2:23][O:22][C:21](=[O:25])[C:20]=2[CH:19]=[CH:18][C:17]=1[C@@H:26]1[CH2:28][O:27]1. (3) Given the product [CH3:1][O:2][CH:3]([O:7][CH3:8])[C:4](=[N:16][CH2:15][C:9]1[CH:14]=[CH:13][CH:12]=[CH:11][CH:10]=1)[CH3:5], predict the reactants needed to synthesize it. The reactants are: [CH3:1][O:2][CH:3]([O:7][CH3:8])[C:4](=O)[CH3:5].[C:9]1([CH2:15][NH2:16])[CH:14]=[CH:13][CH:12]=[CH:11][CH:10]=1.S([O-])([O-])(=O)=O.[Mg+2]. (4) Given the product [CH2:1]([C:8]1[CH:9]=[N:10][C:11]2[C:16]([C:17]=1[C:18]1[CH:19]=[C:20]([NH:24][CH2:34][C:33]3[CH:36]=[CH:37][CH:38]=[CH:39][C:32]=3[O:31][C:30]([F:29])([F:40])[F:41])[CH:21]=[CH:22][CH:23]=1)=[CH:15][CH:14]=[CH:13][C:12]=2[C:25]([F:28])([F:26])[F:27])[C:2]1[CH:3]=[CH:4][CH:5]=[CH:6][CH:7]=1, predict the reactants needed to synthesize it. The reactants are: [CH2:1]([C:8]1[CH:9]=[N:10][C:11]2[C:16]([C:17]=1[C:18]1[CH:19]=[C:20]([NH2:24])[CH:21]=[CH:22][CH:23]=1)=[CH:15][CH:14]=[CH:13][C:12]=2[C:25]([F:28])([F:27])[F:26])[C:2]1[CH:7]=[CH:6][CH:5]=[CH:4][CH:3]=1.[F:29][C:30]([F:41])([F:40])[O:31][C:32]1[CH:39]=[CH:38][CH:37]=[CH:36][C:33]=1[CH:34]=O.